From a dataset of Forward reaction prediction with 1.9M reactions from USPTO patents (1976-2016). Predict the product of the given reaction. (1) Given the reactants [CH2:1]([N:4]1[CH2:9][CH2:8][N:7]([Si:10]([CH3:13])([CH3:12])[CH3:11])[CH2:6][CH2:5]1)[CH:2]=[CH2:3].[CH3:14][SiH:15]([O:19][CH2:20][CH3:21])[O:16][CH2:17][CH3:18], predict the reaction product. The product is: [CH3:14][Si:15]([O:19][CH2:20][CH3:21])([O:16][CH2:17][CH3:18])[CH2:3][CH2:2][CH2:1][N:4]1[CH2:9][CH2:8][N:7]([Si:10]([CH3:11])([CH3:13])[CH3:12])[CH2:6][CH2:5]1. (2) Given the reactants [O:1]=[C:2](C=P(C1C=CC=CC=1)(C1C=CC=CC=1)C1C=CC=CC=1)[CH2:3][C:4]([O-])=O.[F:27][C:28]1[CH:33]=[CH:32][C:31]([C:34]2[C:42]3[C:37](=[CH:38][CH:39]=[CH:40][CH:41]=3)[N:36]([CH:43]([CH3:45])[CH3:44])[C:35]=2C=O)=[CH:30][CH:29]=1.CCCCCC.[CH2:54]([O:56][C:57](=[O:59])[CH3:58])[CH3:55], predict the reaction product. The product is: [CH2:54]([O:56][C:57](=[O:59])[CH2:58][C:2](=[O:1])/[CH:3]=[CH:4]/[C:35]1[N:36]([CH:43]([CH3:44])[CH3:45])[C:37]2[C:42]([C:34]=1[C:31]1[CH:32]=[CH:33][C:28]([F:27])=[CH:29][CH:30]=1)=[CH:41][CH:40]=[CH:39][CH:38]=2)[CH3:55].